From a dataset of NCI-60 drug combinations with 297,098 pairs across 59 cell lines. Regression. Given two drug SMILES strings and cell line genomic features, predict the synergy score measuring deviation from expected non-interaction effect. (1) Drug 1: C1CC(C1)(C(=O)O)C(=O)O.[NH2-].[NH2-].[Pt+2]. Drug 2: CC12CCC3C(C1CCC2OP(=O)(O)O)CCC4=C3C=CC(=C4)OC(=O)N(CCCl)CCCl.[Na+]. Cell line: HCT-15. Synergy scores: CSS=8.46, Synergy_ZIP=7.53, Synergy_Bliss=6.65, Synergy_Loewe=-3.23, Synergy_HSA=0.513. (2) Drug 1: CC1C(C(=O)NC(C(=O)N2CCCC2C(=O)N(CC(=O)N(C(C(=O)O1)C(C)C)C)C)C(C)C)NC(=O)C3=C4C(=C(C=C3)C)OC5=C(C(=O)C(=C(C5=N4)C(=O)NC6C(OC(=O)C(N(C(=O)CN(C(=O)C7CCCN7C(=O)C(NC6=O)C(C)C)C)C)C(C)C)C)N)C. Drug 2: C1CN(CCN1C(=O)CCBr)C(=O)CCBr. Cell line: HT29. Synergy scores: CSS=28.2, Synergy_ZIP=-1.54, Synergy_Bliss=3.39, Synergy_Loewe=-10.6, Synergy_HSA=2.80.